The task is: Predict the product of the given reaction.. This data is from Forward reaction prediction with 1.9M reactions from USPTO patents (1976-2016). (1) The product is: [CH3:1][C:4]1([CH2:10][CH2:11][OH:12])[O:9][CH2:8][CH2:7][CH2:6][O:5]1. Given the reactants [CH2:1]([C:4]1([CH2:10][CH2:11][OH:12])[O:9][CH2:8][CH2:7][CH2:6][O:5]1)CC.C(OCC)(=O)CC(C)=O, predict the reaction product. (2) Given the reactants [CH2:1]([C:4]([F:13])([CH2:10][CH:11]=[CH2:12])[C:5]([O:7]CC)=[O:6])[CH:2]=[CH2:3].[OH-].[Na+].Cl, predict the reaction product. The product is: [CH2:1]([C:4]([F:13])([CH2:10][CH:11]=[CH2:12])[C:5]([OH:7])=[O:6])[CH:2]=[CH2:3].